From a dataset of Peptide-MHC class II binding affinity with 134,281 pairs from IEDB. Regression. Given a peptide amino acid sequence and an MHC pseudo amino acid sequence, predict their binding affinity value. This is MHC class II binding data. (1) The peptide sequence is EAGKATTEEQKLIED. The MHC is DRB1_0405 with pseudo-sequence DRB1_0405. The binding affinity (normalized) is 0.167. (2) The peptide sequence is FLNFLEANGLNAIDF. The MHC is DRB1_0405 with pseudo-sequence DRB1_0405. The binding affinity (normalized) is 0.552. (3) The peptide sequence is FFALCVLGLVAAALP. The MHC is HLA-DPA10103-DPB10401 with pseudo-sequence HLA-DPA10103-DPB10401. The binding affinity (normalized) is 0.168. (4) The peptide sequence is DMTPADALDD. The MHC is HLA-DPA10301-DPB10402 with pseudo-sequence HLA-DPA10301-DPB10402. The binding affinity (normalized) is 0.0194. (5) The peptide sequence is GPKDNGGACGYKDVD. The MHC is HLA-DPA10103-DPB10301 with pseudo-sequence HLA-DPA10103-DPB10301. The binding affinity (normalized) is 0. (6) The peptide sequence is KLLPVPPTVTIFKIS. The MHC is HLA-DPA10201-DPB11401 with pseudo-sequence HLA-DPA10201-DPB11401. The binding affinity (normalized) is 0.450. (7) The peptide sequence is KFDALSGSQEVEFIG. The MHC is DRB3_0301 with pseudo-sequence DRB3_0301. The binding affinity (normalized) is 0. (8) The peptide sequence is NIWADDLAASLSTLE. The MHC is DRB1_0301 with pseudo-sequence DRB1_0301. The binding affinity (normalized) is 0.178. (9) The peptide sequence is AFKVAITAANAAPAN. The binding affinity (normalized) is 0.907. The MHC is DRB1_0401 with pseudo-sequence DRB1_0401.